Dataset: Acute oral toxicity (LD50) regression data from Zhu et al.. Task: Regression/Classification. Given a drug SMILES string, predict its toxicity properties. Task type varies by dataset: regression for continuous values (e.g., LD50, hERG inhibition percentage) or binary classification for toxic/non-toxic outcomes (e.g., AMES mutagenicity, cardiotoxicity, hepatotoxicity). Dataset: ld50_zhu. The drug is CN(C)c1ccc(SC#N)cc1. The rat oral LD50 is 2.55, given as -log10 of the dose in mol/kg body weight (higher means more acutely toxic).